This data is from Peptide-MHC class II binding affinity with 134,281 pairs from IEDB. The task is: Regression. Given a peptide amino acid sequence and an MHC pseudo amino acid sequence, predict their binding affinity value. This is MHC class II binding data. (1) The peptide sequence is KRTYSDRGWGNGCGL. The MHC is DRB1_0901 with pseudo-sequence DRB1_0901. The binding affinity (normalized) is 0.137. (2) The peptide sequence is YIITPTNVSHIQSAVVSGRR. The MHC is DRB1_1501 with pseudo-sequence DRB1_1501. The binding affinity (normalized) is 0.217. (3) The peptide sequence is KFITHSVTFSEINKA. The MHC is DRB5_0101 with pseudo-sequence DRB5_0101. The binding affinity (normalized) is 0.338. (4) The peptide sequence is IGLQYLGYVIRDLAA. The MHC is HLA-DQA10601-DQB10402 with pseudo-sequence HLA-DQA10601-DQB10402. The binding affinity (normalized) is 0.851. (5) The peptide sequence is WGAIWRIDTPDKLTGPFTVR. The MHC is DRB1_0101 with pseudo-sequence DRB1_0101. The binding affinity (normalized) is 0.499. (6) The peptide sequence is EGHHLASAAILGHDG. The MHC is DRB1_1501 with pseudo-sequence DRB1_1501. The binding affinity (normalized) is 0.344. (7) The peptide sequence is EDDLLNRNNTFKPFA. The MHC is DRB1_0401 with pseudo-sequence DRB1_0401. The binding affinity (normalized) is 0.112. (8) The peptide sequence is AAVPAVGAAAGAPAA. The MHC is HLA-DPA10103-DPB10401 with pseudo-sequence HLA-DPA10103-DPB10401. The binding affinity (normalized) is 0.311. (9) The peptide sequence is SKEEKDTNGTDRAEI. The MHC is DRB1_0701 with pseudo-sequence DRB1_0701. The binding affinity (normalized) is 0.220. (10) The peptide sequence is VVAVDIKEKGKDKWI. The MHC is HLA-DQA10201-DQB10202 with pseudo-sequence HLA-DQA10201-DQB10202. The binding affinity (normalized) is 0.